Dataset: Catalyst prediction with 721,799 reactions and 888 catalyst types from USPTO. Task: Predict which catalyst facilitates the given reaction. (1) Reactant: [CH3:1][O:2][C:3](=[O:11])[C:4]1[CH:9]=[C:8]([OH:10])[CH:7]=[N:6][CH:5]=1.[Cl-].[C:13]1([I+][C:13]2[CH:18]=[CH:17][CH:16]=[CH:15][CH:14]=2)[CH:18]=[CH:17][CH:16]=[CH:15][CH:14]=1.CC(C)([O-])C.[K+].O. Product: [CH3:1][O:2][C:3](=[O:11])[C:4]1[CH:9]=[C:8]([O:10][C:13]2[CH:18]=[CH:17][CH:16]=[CH:15][CH:14]=2)[CH:7]=[N:6][CH:5]=1. The catalyst class is: 213. (2) Reactant: Cl[C:2]1[CH:11]=[CH:10][N:9]=[C:8]2[C:3]=1[CH:4]=[CH:5][C:6]([C:12]1[C:17]([C:18]([F:21])([F:20])[F:19])=[CH:16][CH:15]=[CH:14][N:13]=1)=[N:7]2.[NH2:22][C:23]1[CH:28]=[CH:27][C:26]([C:29]([F:32])([F:31])[F:30])=[CH:25][N:24]=1.CC1(C)C2C(=C(P(C3C=CC=CC=3)C3C=CC=CC=3)C=CC=2)OC2C(P(C3C=CC=CC=3)C3C=CC=CC=3)=CC=CC1=2.C([O-])([O-])=O.[Cs+].[Cs+]. Product: [F:19][C:18]([F:21])([F:20])[C:17]1[C:12]([C:6]2[N:7]=[C:8]3[C:3]([C:2]([NH:22][C:23]4[CH:28]=[CH:27][C:26]([C:29]([F:31])([F:30])[F:32])=[CH:25][N:24]=4)=[CH:11][CH:10]=[N:9]3)=[CH:4][CH:5]=2)=[N:13][CH:14]=[CH:15][CH:16]=1. The catalyst class is: 62. (3) Reactant: [OH:1][C:2]1[CH:7]=[C:6]([CH3:8])O[C:4](=[O:9])[CH:3]=1.[CH3:10][O:11][C:12]1[CH:19]=[CH:18][CH:17]=[CH:16][C:13]=1[CH2:14][NH2:15]. Product: [CH3:10][O:11][C:12]1[CH:19]=[CH:18][CH:17]=[CH:16][C:13]=1[CH2:14][N:15]1[C:6]([CH3:8])=[CH:7][C:2]([OH:1])=[CH:3][C:4]1=[O:9]. The catalyst class is: 6. (4) Reactant: Cl.[CH3:2][O:3][C:4](=[O:7])[CH2:5][NH2:6].C(N(CC)CC)C.O=C1CCC(=O)N1[O:22][C:23]([CH:25]1[CH2:27][N:26]1[C:28]([C:41]1[CH:46]=[CH:45][CH:44]=[CH:43][CH:42]=1)([C:35]1[CH:40]=[CH:39][CH:38]=[CH:37][CH:36]=1)[C:29]1[CH:34]=[CH:33][CH:32]=[CH:31][CH:30]=1)=O. Product: [CH3:2][O:3][C:4](=[O:7])[CH2:5][NH:6][C:23]([CH:25]1[CH2:27][N:26]1[C:28]([C:29]1[CH:34]=[CH:33][CH:32]=[CH:31][CH:30]=1)([C:35]1[CH:36]=[CH:37][CH:38]=[CH:39][CH:40]=1)[C:41]1[CH:46]=[CH:45][CH:44]=[CH:43][CH:42]=1)=[O:22]. The catalyst class is: 3.